From a dataset of Reaction yield outcomes from USPTO patents with 853,638 reactions. Predict the reaction yield, written as a fraction of the theoretical maximum amount of product (1.0 means a 100% yield; for example, 0.34 means a 34% yield). (1) The reactants are [OH:1][C:2]1[N:7]=[CH:6][C:5]2[CH2:8][C:9](=[O:11])[NH:10][C:4]=2[CH:3]=1.[Cl:12][C:13]1[C:14]([F:21])=[C:15]([CH:18]=[CH:19][CH:20]=1)[CH:16]=O.N1CCCCC1. No catalyst specified. The product is [Cl:12][C:13]1[C:14]([F:21])=[C:15]([CH:18]=[CH:19][CH:20]=1)/[CH:16]=[C:8]1\[C:9](=[O:11])[NH:10][C:4]2[CH:3]=[C:2]([OH:1])[N:7]=[CH:6][C:5]\1=2. The yield is 0.500. (2) The reactants are [O:1]1[C:5]([C:6]2[CH:11]=[CH:10][CH:9]=[CH:8][N:7]=2)=[CH:4][N:3]=[CH:2]1.[Li]CCCC.[C:17](Cl)(=[O:20])[CH2:18][CH3:19]. The catalyst is C1COCC1.CCOC(C)=O.[Cl-].[Cl-].[Zn+2]. The product is [N:7]1[CH:8]=[CH:9][CH:10]=[CH:11][C:6]=1[C:5]1[O:1][C:2]([C:17](=[O:20])[CH2:18][CH3:19])=[N:3][CH:4]=1. The yield is 0.650. (3) The reactants are [OH:1][C:2]1[C:7]2[C@@:8]3([OH:45])[C@@:21]([O:25][CH3:26])([C@H:22]([OH:24])[CH2:23][C:6]=2[CH:5]=[C:4]([CH3:46])[C:3]=1[C:47](O)=[O:48])[C:20](=[O:27])[C:19]1[C:10](=[CH:11][C:12]2[C:13](=[O:43])[C:14]([NH:30][CH:31]4[C@H:36]([O:37][CH3:38])[C@H:35]([OH:39])[C@@H:34]([O:40][CH3:41])[C@H:33]([CH3:42])[O:32]4)=[CH:15][C:16](=[O:29])[C:17]=2[C:18]=1[OH:28])[C:9]3=[O:44].[NH2:50][C:51]1[CH:52]=[N:53][CH:54]=[CH:55][CH:56]=1.O.ON1C2C=CC=CC=2N=N1. The catalyst is C1COCC1. The product is [OH:1][C:2]1[C:7]2[C@@:8]3([OH:45])[C@@:21]([O:25][CH3:26])([C@H:22]([OH:24])[CH2:23][C:6]=2[CH:5]=[C:4]([CH3:46])[C:3]=1[C:47]([NH:50][C:51]1[CH:52]=[N:53][CH:54]=[CH:55][CH:56]=1)=[O:48])[C:20](=[O:27])[C:19]1[C:10](=[CH:11][C:12]2[C:13](=[O:43])[C:14]([NH:30][CH:31]4[C@H:36]([O:37][CH3:38])[C@H:35]([OH:39])[C@@H:34]([O:40][CH3:41])[C@H:33]([CH3:42])[O:32]4)=[CH:15][C:16](=[O:29])[C:17]=2[C:18]=1[OH:28])[C:9]3=[O:44]. The yield is 0.0900. (4) The reactants are [C:1]1([N:7]2[CH:11]=[CH:10][CH:9]=[N:8]2)[CH:6]=[CH:5][CH:4]=[CH:3][CH:2]=1.[Li]CCCC.[B:17](OC(C)C)([O:22]C(C)C)[O:18]C(C)C.Cl. The catalyst is C1COCC1. The product is [C:1]1([N:7]2[C:11]([B:17]([OH:22])[OH:18])=[CH:10][CH:9]=[N:8]2)[CH:2]=[CH:3][CH:4]=[CH:5][CH:6]=1. The yield is 0.760. (5) The reactants are C(OC([N:8]1[CH2:13][CH2:12][CH:11]([O:14][C:15]2[CH:20]=[C:19]([F:21])[CH:18]=[CH:17][C:16]=2[F:22])[CH2:10][CH2:9]1)=O)(C)(C)C.[ClH:23].CCOCC. The catalyst is O1CCOCC1. The product is [ClH:23].[F:22][C:16]1[CH:17]=[CH:18][C:19]([F:21])=[CH:20][C:15]=1[O:14][CH:11]1[CH2:10][CH2:9][NH:8][CH2:13][CH2:12]1. The yield is 0.650. (6) The reactants are Br[CH2:2][C:3]1[CH:4]=[C:5]([CH:10]=[CH:11][CH:12]=1)[C:6]([O:8][CH3:9])=[O:7].[Cl:13][C:14]1[CH:19]=[CH:18][C:17]([Cl:20])=[CH:16][C:15]=1[OH:21].C(=O)([O-])[O-].[K+].[K+].O. The catalyst is CN(C)C=O. The product is [Cl:13][C:14]1[CH:19]=[CH:18][C:17]([Cl:20])=[CH:16][C:15]=1[O:21][CH2:2][C:3]1[CH:4]=[C:5]([CH:10]=[CH:11][CH:12]=1)[C:6]([O:8][CH3:9])=[O:7]. The yield is 0.990. (7) The reactants are C(N(CC)CC)C.[CH2:8]([CH:10]([CH2:14][CH3:15])[C:11](Cl)=[O:12])[CH3:9].[CH2:16]([O:23][C:24]1[C:25]([CH3:33])=[C:26]([CH3:32])[C:27]([NH2:31])=[N:28][C:29]=1[CH3:30])[C:17]1[CH:22]=[CH:21][CH:20]=[CH:19][CH:18]=1. The catalyst is C(Cl)Cl. The product is [CH2:16]([O:23][C:24]1[C:25]([CH3:33])=[C:26]([CH3:32])[C:27]([NH:31][C:11](=[O:12])[CH:10]([CH2:14][CH3:15])[CH2:8][CH3:9])=[N:28][C:29]=1[CH3:30])[C:17]1[CH:18]=[CH:19][CH:20]=[CH:21][CH:22]=1. The yield is 0.760.